From a dataset of Catalyst prediction with 721,799 reactions and 888 catalyst types from USPTO. Predict which catalyst facilitates the given reaction. (1) Reactant: [Br:1][C:2]1[N:7]=[C:6]([NH:8][C@H:9]([CH:11]2[CH2:16][CH2:15][O:14][CH2:13][CH2:12]2)[CH3:10])[CH:5]=[CH:4][CH:3]=1.[Cl:17]N1C(=O)CCC1=O. Product: [Br:1][C:2]1[N:7]=[C:6]([NH:8][C@H:9]([CH:11]2[CH2:16][CH2:15][O:14][CH2:13][CH2:12]2)[CH3:10])[CH:5]=[CH:4][C:3]=1[Cl:17]. The catalyst class is: 10. (2) Reactant: Cl.C([Si]([O:9][CH:10]([CH2:15][CH2:16][C:17]1[CH:22]=[CH:21][C:20]([C:23]([CH2:42][CH3:43])([C:26]2[CH:31]=[CH:30][C:29]([C:32]3[O:33][C:34]([CH:37]=[CH:38][O:39]C)=[CH:35][CH:36]=3)=[C:28]([CH3:41])[CH:27]=2)[CH2:24][CH3:25])=[CH:19][C:18]=1[CH3:44])[C:11]([CH3:14])([CH3:13])[CH3:12])(C)C)(C)(C)C.C(=O)(O)[O-:46].[Na+].P([O-])(O)(O)=O.[Na+].Cl[O-].[Na+].CC(=CC)C.S(=O)(=O)(O)[O-].[K+]. Product: [CH2:42]([C:23]([C:26]1[CH:31]=[CH:30][C:29]([C:32]2[O:33][C:34]([CH2:37][C:38]([OH:46])=[O:39])=[CH:35][CH:36]=2)=[C:28]([CH3:41])[CH:27]=1)([C:20]1[CH:21]=[CH:22][C:17]([CH2:16][CH2:15][CH:10]([OH:9])[C:11]([CH3:13])([CH3:12])[CH3:14])=[C:18]([CH3:44])[CH:19]=1)[CH2:24][CH3:25])[CH3:43]. The catalyst class is: 54. (3) Reactant: [OH:1][C:2]1[CH:7]=[CH:6][C:5]([C:8]2[NH:12][C:11]3[CH:13]=[CH:14][CH:15]=[C:16]([C:17]([O:19][CH3:20])=[O:18])[C:10]=3[N:9]=2)=[CH:4][CH:3]=1.[Cl:21][C:22]1[CH:27]=[CH:26][CH:25]=[C:24]([Cl:28])[C:23]=1[C:29]1[C:33]([CH2:34]O)=[C:32]([CH:36]([CH3:38])[CH3:37])[O:31][N:30]=1.C1(P(C2C=CC=CC=2)C2C=CC=CC=2)C=CC=CC=1.N(C(OC(C)C)=O)=NC(OC(C)C)=O. Product: [Cl:28][C:24]1[CH:25]=[CH:26][CH:27]=[C:22]([Cl:21])[C:23]=1[C:29]1[C:33]([CH2:34][O:1][C:2]2[CH:3]=[CH:4][C:5]([C:8]3[NH:12][C:11]4[CH:13]=[CH:14][CH:15]=[C:16]([C:17]([O:19][CH3:20])=[O:18])[C:10]=4[N:9]=3)=[CH:6][CH:7]=2)=[C:32]([CH:36]([CH3:38])[CH3:37])[O:31][N:30]=1. The catalyst class is: 4. (4) Reactant: [CH3:1][C:2]1([CH3:24])[CH2:11][CH2:10][C:9]2[C:4](=[CH:5][CH:6]=[C:7]([S:12]([NH:15][CH2:16][C:17]([O:19][C:20]([CH3:23])([CH3:22])[CH3:21])=[O:18])(=[O:14])=[O:13])[CH:8]=2)[O:3]1.CCN(P1(N(C)CCCN1C)=NC(C)(C)C)CC.[Br:43][C:44]1[CH:49]=[CH:48][CH:47]=[C:46]([CH2:50]Br)[CH:45]=1. Product: [Br:43][C:44]1[CH:45]=[C:46]([CH:47]=[CH:48][CH:49]=1)[CH2:50][N:15]([CH2:16][C:17]([O:19][C:20]([CH3:23])([CH3:22])[CH3:21])=[O:18])[S:12]([C:7]1[CH:8]=[C:9]2[C:4](=[CH:5][CH:6]=1)[O:3][C:2]([CH3:24])([CH3:1])[CH2:11][CH2:10]2)(=[O:14])=[O:13]. The catalyst class is: 23. (5) Reactant: CC1C=CC(S([O:11][C:12]2([CH2:26]O)[C:22]3=[C:23]4[C:18](=[CH:19][CH:20]=[C:21]3[F:24])[CH:17]=[CH:16][C:15](=[O:25])[N:14]4[CH2:13]2)(=O)=O)=CC=1.[NH:28]1[CH2:33][CH2:32][CH:31]([NH:34][C:35](=[O:41])[O:36][C:37]([CH3:40])([CH3:39])[CH3:38])[CH2:30][CH2:29]1.C(=O)([O-])[O-].[Na+].[Na+].O. Product: [F:24][C:21]1[C:22]2[C:12]([CH2:26][N:28]3[CH2:29][CH2:30][CH:31]([NH:34][C:35](=[O:41])[O:36][C:37]([CH3:39])([CH3:38])[CH3:40])[CH2:32][CH2:33]3)([OH:11])[CH2:13][N:14]3[C:23]=2[C:18]([CH:17]=[CH:16][C:15]3=[O:25])=[CH:19][CH:20]=1. The catalyst class is: 8. (6) The catalyst class is: 348. Reactant: C([N:3](CC)CC)C.F[P-](F)(F)(F)(F)F.N1(O[P+](N(C)C)(N(C)C)N(C)C)C2C=CC=CC=2N=N1.[CH3:35][O:36][C:37]1[CH:38]=[C:39]([CH:54]=[CH:55][C:56]=1[N+:57]([O-:59])=[O:58])[C:40]([C:42]1[N:46]2[CH:47]=[C:48]([C:51](O)=[O:52])[CH:49]=[CH:50][C:45]2=[CH:44][N:43]=1)=[O:41].N. Product: [CH3:35][O:36][C:37]1[CH:38]=[C:39]([CH:54]=[CH:55][C:56]=1[N+:57]([O-:59])=[O:58])[C:40]([C:42]1[N:46]2[CH:47]=[C:48]([C:51]([NH2:3])=[O:52])[CH:49]=[CH:50][C:45]2=[CH:44][N:43]=1)=[O:41]. (7) Reactant: [C:1]([Cl:4])(Cl)=[O:2].[Cl-].[Cl-].[O:7]=[C:8]1[NH:16][C:11]2=[NH+:12][CH:13]=[CH:14][CH:15]=[C:10]2[N:9]1[CH:17]1[CH2:22][CH2:21][NH2+:20][CH2:19][CH2:18]1.N1C(C)=CC=CC=1C.C(=O)(O)[O-].[Na+]. Product: [O:7]=[C:8]1[N:9]([CH:17]2[CH2:22][CH2:21][N:20]([C:1]([Cl:4])=[O:2])[CH2:19][CH2:18]2)[C:10]2[CH:15]=[CH:14][CH:13]=[N:12][C:11]=2[NH:16]1. The catalyst class is: 4. (8) Reactant: [Br:1][C:2]1[CH:3]=[C:4]([NH2:8])[CH:5]=[N:6][CH:7]=1.[CH3:9][S:10](Cl)(=[O:12])=[O:11].Cl. Product: [Br:1][C:2]1[CH:3]=[C:4]([NH:8][S:10]([CH3:9])(=[O:12])=[O:11])[CH:5]=[N:6][CH:7]=1. The catalyst class is: 17. (9) Reactant: [OH:1][C:2]1[CH:3]=[C:4]([CH:14]=[C:15]([O:17][C@H:18]([CH2:21][OH:22])[CH2:19][CH3:20])[CH:16]=1)[C:5]([NH:7][C:8]1[CH:12]=[CH:11][N:10]([CH3:13])[N:9]=1)=[O:6].[Si](O[CH2:31][CH2:32][N:33]([CH3:45])[C:34](=[O:44])[C:35]1[CH:40]=[CH:39][C:38](F)=[C:37]([Cl:42])[C:36]=1F)(C(C)(C)C)(C)C.C(=O)([O-])[O-:47].[K+].[K+].O. Product: [Cl:42][C:37]1[C:36]2[O:47][CH:32]([CH3:31])[N:33]([CH3:45])[C:34](=[O:44])[C:35]=2[CH:40]=[CH:39][C:38]=1[O:1][C:2]1[CH:3]=[C:4]([CH:14]=[C:15]([O:17][C@H:18]([CH2:21][OH:22])[CH2:19][CH3:20])[CH:16]=1)[C:5]([NH:7][C:8]1[CH:12]=[CH:11][N:10]([CH3:13])[N:9]=1)=[O:6]. The catalyst class is: 44.